This data is from Forward reaction prediction with 1.9M reactions from USPTO patents (1976-2016). The task is: Predict the product of the given reaction. (1) The product is: [CH3:11][C:4]([CH3:12])([CH2:3][C:2]([F:14])([F:13])[F:1])[C:5](=[O:6])[CH2:15][C:16]1[CH:21]=[CH:20][CH:19]=[CH:18][CH:17]=1. Given the reactants [F:1][C:2]([F:14])([F:13])[CH2:3][C:4]([CH3:12])([CH3:11])[C:5](N(C)OC)=[O:6].[CH2:15]([Mg]Cl)[C:16]1[CH:21]=[CH:20][CH:19]=[CH:18][CH:17]=1, predict the reaction product. (2) The product is: [Br:1][C:2]1[CH:3]=[CH:4][C:5]([O:11][CH:12]([F:13])[F:14])=[C:6]([CH:10]=1)[C:7]([NH2:9])=[O:8].[F:13][CH:12]([F:14])[O:11][C:5]1[CH:4]=[CH:3][C:2]([B:15]2[O:19][C:18]([CH3:21])([CH3:20])[C:17]([CH3:23])([CH3:22])[O:16]2)=[CH:10][C:6]=1[C:7]([NH2:9])=[O:8]. Given the reactants [Br:1][C:2]1[CH:3]=[CH:4][C:5]([O:11][CH:12]([F:14])[F:13])=[C:6]([CH:10]=1)[C:7]([NH2:9])=[O:8].[B:15]1([B:15]2[O:19][C:18]([CH3:21])([CH3:20])[C:17]([CH3:23])([CH3:22])[O:16]2)[O:19][C:18]([CH3:21])([CH3:20])[C:17]([CH3:23])([CH3:22])[O:16]1.C([O-])(=O)C.[K+], predict the reaction product. (3) Given the reactants [C:1](#N)[CH3:2].[CH2:4](Br)[C:5]1[CH:10]=[CH:9][CH:8]=[CH:7][CH:6]=1.[C:12](=[O:15])([O-])[O-].[K+].[K+].C(Cl)Cl.[OH2:21], predict the reaction product. The product is: [CH2:4]([O:21][C:2]1[CH:1]=[CH:7][C:6]([CH:12]=[O:15])=[CH:5][CH:4]=1)[C:5]1[CH:10]=[CH:9][CH:8]=[CH:7][CH:6]=1. (4) Given the reactants [CH3:1][O:2][C:3]1[C:4]([NH:27][C:28]2[CH:29]=[N:30][N:31](C(OC(C)(C)C)=O)[CH:32]=2)=[N:5][C:6]([C:9]2[C:17]3[C:12](=[CH:13][CH:14]=[CH:15][CH:16]=3)[N:11]([CH2:18][C:19]3[CH:24]=[CH:23][C:22]([O:25][CH3:26])=[CH:21][CH:20]=3)[N:10]=2)=[N:7][CH:8]=1.FC(F)(F)C(O)=O.C(=O)([O-])[O-].[Na+].[Na+], predict the reaction product. The product is: [CH3:1][O:2][C:3]1[C:4]([NH:27][C:28]2[CH:29]=[N:30][NH:31][CH:32]=2)=[N:5][C:6]([C:9]2[C:17]3[C:12](=[CH:13][CH:14]=[CH:15][CH:16]=3)[N:11]([CH2:18][C:19]3[CH:20]=[CH:21][C:22]([O:25][CH3:26])=[CH:23][CH:24]=3)[N:10]=2)=[N:7][CH:8]=1. (5) Given the reactants [NH2:1][C:2]1[CH:7]=[CH:6][C:5]([C:8](=[O:17])/[CH:9]=[CH:10]/[C:11]2[CH:16]=[CH:15][CH:14]=[CH:13][N:12]=2)=[CH:4][CH:3]=1.[H][H], predict the reaction product. The product is: [NH2:1][C:2]1[CH:3]=[CH:4][C:5]([C:8](=[O:17])[CH2:9][CH2:10][C:11]2[CH:16]=[CH:15][CH:14]=[CH:13][N:12]=2)=[CH:6][CH:7]=1. (6) Given the reactants Cl.[NH2:2][CH:3]1[CH2:8][CH2:7][N:6]([CH2:9][C@@H:10]([C:12]2[C:13]([CH3:22])=[C:14]3[C:18](=[CH:19][CH:20]=2)[C:17](=[O:21])[O:16][CH2:15]3)[OH:11])[CH2:5][CH2:4]1.[C:23]([C:25]1[CH:33]=[CH:32][C:28]([C:29](O)=[O:30])=[C:27]([F:34])[CH:26]=1)#[N:24], predict the reaction product. The product is: [C:23]([C:25]1[CH:33]=[CH:32][C:28]([C:29]([NH:2][CH:3]2[CH2:8][CH2:7][N:6]([CH2:9][C@H:10]([OH:11])[C:12]3[C:13]([CH3:22])=[C:14]4[C:18](=[CH:19][CH:20]=3)[C:17](=[O:21])[O:16][CH2:15]4)[CH2:5][CH2:4]2)=[O:30])=[C:27]([F:34])[CH:26]=1)#[N:24]. (7) Given the reactants Cl[C:2]1[C:7]([C:8]2([C:12]#[N:13])[CH2:11][CH2:10][CH2:9]2)=[CH:6][CH:5]=[CH:4][N:3]=1.[S:14]1[C:18]2[CH:19]=[CH:20][CH:21]=[CH:22][C:17]=2[N:16]=[C:15]1[NH:23][C@H:24]1[CH2:27][C@H:26](N)[CH2:25]1.CC(C)([O-:32])C.[Na+], predict the reaction product. The product is: [S:14]1[C:18]2[CH:19]=[CH:20][CH:21]=[CH:22][C:17]=2[N:16]=[C:15]1[NH:23][C@H:24]1[CH2:27][C@H:26]([N:13]2[C:2]3=[N:3][CH:4]=[CH:5][CH:6]=[C:7]3[C:8]3([CH2:11][CH2:10][CH2:9]3)[C:12]2=[O:32])[CH2:25]1.